Dataset: Reaction yield outcomes from USPTO patents with 853,638 reactions. Task: Predict the reaction yield, written as a fraction of the theoretical maximum amount of product (1.0 means a 100% yield; for example, 0.34 means a 34% yield). The reactants are [CH2:1]([C@@:4]1([C:20]2[CH:25]=[CH:24][C:23]([F:26])=[CH:22][CH:21]=2)[O:9][C:8](=[O:10])[N:7]([C@H:11]([C:13]2[CH:18]=[CH:17][C:16](Br)=[CH:15][CH:14]=2)[CH3:12])[CH2:6][CH2:5]1)[CH:2]=[CH2:3].C(N(CC)CC)C.C1(P(C2C=CC=CC=2)CCCP(C2C=CC=CC=2)C2C=CC=CC=2)C=CC=CC=1. The catalyst is CS(C)=O.CO.CC([O-])=O.CC([O-])=O.[Pd+2]. The product is [CH2:1]([C@@:4]1([C:20]2[CH:25]=[CH:24][C:23]([F:26])=[CH:22][CH:21]=2)[O:9][C:8](=[O:10])[N:7]([C@H:11]([C:13]2[CH:18]=[CH:17][C:16]([C:8]([O:9][CH3:4])=[O:10])=[CH:15][CH:14]=2)[CH3:12])[CH2:6][CH2:5]1)[CH:2]=[CH2:3]. The yield is 0.830.